This data is from Reaction yield outcomes from USPTO patents with 853,638 reactions. The task is: Predict the reaction yield, written as a fraction of the theoretical maximum amount of product (1.0 means a 100% yield; for example, 0.34 means a 34% yield). The reactants are O[C:2]1([CH2:13][C:14]([N:16]([CH3:18])[CH3:17])=O)[C:10]2[C:5](=[CH:6][CH:7]=[C:8]([I:11])[CH:9]=2)[NH:4][C:3]1=O.[BH4-].[Na+].B(F)(F)F.[OH-].[Na+].C1N2CCN(CC2)C1. The catalyst is C1(C)C=CC=CC=1.O.COCCOC. The product is [I:11][C:8]1[CH:9]=[C:10]2[C:5](=[CH:6][CH:7]=1)[NH:4][CH:3]=[C:2]2[CH2:13][CH2:14][N:16]([CH3:17])[CH3:18]. The yield is 0.109.